Task: Predict the reactants needed to synthesize the given product.. Dataset: Full USPTO retrosynthesis dataset with 1.9M reactions from patents (1976-2016) (1) Given the product [CH3:11][O:12][C:13]([C:15]1[C:19]([NH:20][C:8](=[O:10])[C:5]2[CH:6]=[CH:7][C:2]([CH3:1])=[CH:3][CH:4]=2)=[CH:18][NH:17][N:16]=1)=[O:14], predict the reactants needed to synthesize it. The reactants are: [CH3:1][C:2]1[CH:3]=[CH:4][C:5]([C:8]([OH:10])=O)=[CH:6][CH:7]=1.[CH3:11][O:12][C:13]([C:15]1[C:19]([NH2:20])=[CH:18][NH:17][N:16]=1)=[O:14].C(Cl)CCl.C1C=CC2N(O)N=NC=2C=1. (2) Given the product [CH2:21]([O:20][P:19]([CH2:17][CH2:18][O:1][CH2:2][CH2:3][CH2:4][CH2:5][CH2:6][CH2:7][NH:8][C:9](=[O:13])[C:10]([CH3:12])=[CH2:11])([O:23][CH2:24][CH3:25])=[O:26])[CH3:22], predict the reactants needed to synthesize it. The reactants are: [OH:1][CH2:2][CH2:3][CH2:4][CH2:5][CH2:6][CH2:7][NH:8][C:9](=[O:13])[C:10]([CH3:12])=[CH2:11].C(Cl)Cl.[CH:17]([P:19](=[O:26])([O:23][CH2:24][CH3:25])[O:20][CH2:21][CH3:22])=[CH2:18]. (3) Given the product [CH2:1]([N:8]1[CH2:13][CH2:12][N:11]([C:14]([C:16]2[N:17]=[CH:18][N:19]([C:27]3[CH:28]=[C:29]([N:33]4[CH2:38][CH2:37][O:36][CH2:35][CH2:34]4)[CH:30]=[CH:31][CH:32]=3)[C:20]=2[C:21]2[CH:22]=[CH:23][CH:24]=[CH:25][CH:26]=2)=[O:15])[C@H:10]([CH2:39][C:40]2[CH:41]=[CH:42][C:43]([C:44]3[NH:54][N:53]=[N:52][N:45]=3)=[CH:46][CH:47]=2)[CH2:9]1)[C:2]1[CH:7]=[CH:6][CH:5]=[CH:4][CH:3]=1, predict the reactants needed to synthesize it. The reactants are: [CH2:1]([N:8]1[CH2:13][CH2:12][N:11]([C:14]([C:16]2[N:17]=[CH:18][N:19]([C:27]3[CH:32]=[CH:31][CH:30]=[C:29]([N:33]4[CH2:38][CH2:37][O:36][CH2:35][CH2:34]4)[CH:28]=3)[C:20]=2[C:21]2[CH:26]=[CH:25][CH:24]=[CH:23][CH:22]=2)=[O:15])[C@H:10]([CH2:39][C:40]2[CH:47]=[CH:46][C:43]([C:44]#[N:45])=[CH:42][CH:41]=2)[CH2:9]1)[C:2]1[CH:7]=[CH:6][CH:5]=[CH:4][CH:3]=1.C[Si]([N:52]=[N+:53]=[N-:54])(C)C.C([Sn](=O)CCCC)CCC. (4) Given the product [F:32][CH:2]([F:1])[C:3]1[N:7]([C:8]2[N:13]=[C:12]([N:14]3[CH2:15][CH2:16][O:17][CH2:18][CH2:19]3)[N:11]=[C:10]([NH:20][C@H:21]3[CH2:22][CH2:23][C@H:24]([NH:27][C:33](=[O:36])[CH2:34][CH3:35])[CH2:25][CH2:26]3)[CH:9]=2)[C:6]2[CH:28]=[CH:29][CH:30]=[CH:31][C:5]=2[N:4]=1, predict the reactants needed to synthesize it. The reactants are: [F:1][CH:2]([F:32])[C:3]1[N:7]([C:8]2[N:13]=[C:12]([N:14]3[CH2:19][CH2:18][O:17][CH2:16][CH2:15]3)[N:11]=[C:10]([NH:20][C@H:21]3[CH2:26][CH2:25][C@H:24]([NH2:27])[CH2:23][CH2:22]3)[CH:9]=2)[C:6]2[CH:28]=[CH:29][CH:30]=[CH:31][C:5]=2[N:4]=1.[C:33](O)(=[O:36])[CH2:34][CH3:35].ON1C2C=CC=CC=2N=N1.N=C=N.C(=O)C1C=CC=CC=1.C(=O)([O-])[O-]. (5) Given the product [Cl:1][C:2]1[CH:10]=[CH:9][C:5]([C:6]([O:8][CH2:16][CH3:17])=[O:7])=[CH:4][N:3]=1, predict the reactants needed to synthesize it. The reactants are: [Cl:1][C:2]1[CH:10]=[CH:9][C:5]([C:6]([OH:8])=[O:7])=[CH:4][N:3]=1.S(=O)(=O)(O)O.[CH2:16](O)[CH3:17]. (6) Given the product [C:19]([C:2]1[CH:3]=[C:4]([C:15]([O:17][CH3:18])=[O:16])[C:5]2[C:6]([CH3:14])=[CH:7][N:8]([CH:11]([CH3:13])[CH3:12])[C:9]=2[CH:10]=1)#[N:20], predict the reactants needed to synthesize it. The reactants are: Br[C:2]1[CH:3]=[C:4]([C:15]([O:17][CH3:18])=[O:16])[C:5]2[C:6]([CH3:14])=[CH:7][N:8]([CH:11]([CH3:13])[CH3:12])[C:9]=2[CH:10]=1.[C:19]([Zn]C#N)#[N:20].CN(C=O)C.C([O-])([O-])=O.[Na+].[Na+]. (7) The reactants are: [Br:1][C:2]1[N:7]2[N:8]=[CH:9][N:10]=[C:6]2[C:5](Br)=[N:4][CH:3]=1.[NH2:12][C:13]1[CH:14]=[C:15]([CH:21]=[CH:22][CH:23]=1)[C:16]([O:18][CH2:19][CH3:20])=[O:17].Br. Given the product [CH2:19]([O:18][C:16](=[O:17])[C:15]1[CH:21]=[CH:22][CH:23]=[C:13]([NH:12][C:5]2[C:6]3[N:7]([N:8]=[CH:9][N:10]=3)[C:2]([Br:1])=[CH:3][N:4]=2)[CH:14]=1)[CH3:20], predict the reactants needed to synthesize it.